This data is from Full USPTO retrosynthesis dataset with 1.9M reactions from patents (1976-2016). The task is: Predict the reactants needed to synthesize the given product. (1) Given the product [CH2:1]([N:8]1[CH2:12][CH:11]2[CH2:13][N:14]([C:16]3[C:17]([CH3:34])=[C:18]([CH3:33])[C:19]4[N:20]([C:22]([C:54]5[CH:59]=[CH:58][N:57]=[C:56]([NH:60][C:61](=[O:67])[O:62][C:63]([CH3:65])([CH3:64])[CH3:66])[CH:55]=5)=[C:23]([C:25]5[CH:30]=[CH:29][C:28]([F:31])=[CH:27][CH:26]=5)[N:24]=4)[N:21]=3)[CH2:15][CH:10]2[CH2:9]1)[C:2]1[CH:7]=[CH:6][CH:5]=[CH:4][CH:3]=1, predict the reactants needed to synthesize it. The reactants are: [CH2:1]([N:8]1[CH2:12][CH:11]2[CH2:13][N:14]([C:16]3[C:17]([CH3:34])=[C:18]([CH3:33])[C:19]4[N:20]([C:22](I)=[C:23]([C:25]5[CH:30]=[CH:29][C:28]([F:31])=[CH:27][CH:26]=5)[N:24]=4)[N:21]=3)[CH2:15][CH:10]2[CH2:9]1)[C:2]1[CH:7]=[CH:6][CH:5]=[CH:4][CH:3]=1.O1CCCC1.C(=O)([O-])[O-].[Cs+].[Cs+].CC1(C)C(C)(C)OB([C:54]2[CH:59]=[CH:58][N:57]=[C:56]([NH:60][C:61](=[O:67])[O:62][C:63]([CH3:66])([CH3:65])[CH3:64])[CH:55]=2)O1. (2) Given the product [CH:1]1([C:4]2[N:5]=[CH:6][C:7]([O:10][C@H:11]3[CH2:19][N:14]4[CH2:15][CH2:16][N:17]([C:28](=[O:30])[CH2:27][C:24]5[CH:25]=[CH:26][C:21]([C:35]#[N:37])=[C:22]([C:31]([F:34])([F:33])[F:32])[CH:23]=5)[CH2:18][C@@H:13]4[CH2:12]3)=[N:8][CH:9]=2)[CH2:3][CH2:2]1, predict the reactants needed to synthesize it. The reactants are: [CH:1]1([C:4]2[N:5]=[CH:6][C:7]([O:10][C@H:11]3[CH2:19][N:14]4[CH2:15][CH2:16][NH:17][CH2:18][C@@H:13]4[CH2:12]3)=[N:8][CH:9]=2)[CH2:3][CH2:2]1.Br[C:21]1[CH:26]=[CH:25][C:24]([CH2:27][C:28]([OH:30])=O)=[CH:23][C:22]=1[C:31]([F:34])([F:33])[F:32].[CH2:35]([N:37]=C=NCCCN(C)C)C.O.OC1C2N=NNC=2C=CC=1.C(N(C(C)C)CC)(C)C.[Cu]C#N. (3) Given the product [Cl:35][C:2]1[C:7]([C:8]([NH:10][C:11]2[CH:16]=[CH:15][C:14]([CH3:17])=[CH:13][CH:12]=2)=[O:9])=[C:6]([S:18][CH3:19])[N:5]=[C:4]([C:20]2[CH:25]=[CH:24][C:23]([S:26][CH3:27])=[CH:22][CH:21]=2)[N:3]=1, predict the reactants needed to synthesize it. The reactants are: O[C:2]1[C:7]([C:8]([NH:10][C:11]2[CH:16]=[CH:15][C:14]([CH3:17])=[CH:13][CH:12]=2)=[O:9])=[C:6]([S:18][CH3:19])[N:5]=[C:4]([C:20]2[CH:25]=[CH:24][C:23]([S:26][CH3:27])=[CH:22][CH:21]=2)[N:3]=1.C(=O)(O)[O-].[Na+].P(Cl)(Cl)([Cl:35])=O. (4) The reactants are: Br[C:2]1[CH:11]=[C:10]2[C:5]([N:6]=[CH:7][CH:8]=[N:9]2)=[C:4]([C:12]([NH:14][CH2:15][C:16]([O:18][CH2:19][CH3:20])=[O:17])=[O:13])[C:3]=1[OH:21].C([Sn](CCCC)(CCCC)[C:27]1[S:28][CH:29]=[CH:30][CH:31]=1)CCC. Given the product [OH:21][C:3]1[C:4]([C:12]([NH:14][CH2:15][C:16]([O:18][CH2:19][CH3:20])=[O:17])=[O:13])=[C:5]2[C:10](=[CH:11][C:2]=1[C:27]1[S:28][CH:29]=[CH:30][CH:31]=1)[N:9]=[CH:8][CH:7]=[N:6]2, predict the reactants needed to synthesize it. (5) Given the product [Cl:1][C:2]1[S:6][C:5]([C:7]2[N:8]=[C:9]([O:16][S:26]([C:29]([F:32])([F:31])[F:30])(=[O:28])=[O:27])[C:10]([CH2:14][CH3:15])=[C:11]([CH3:13])[N:12]=2)=[CH:4][CH:3]=1, predict the reactants needed to synthesize it. The reactants are: [Cl:1][C:2]1[S:6][C:5]([C:7]2[NH:8][C:9](=[O:16])[C:10]([CH2:14][CH3:15])=[C:11]([CH3:13])[N:12]=2)=[CH:4][CH:3]=1.C(N(CC)C(C)C)(C)C.[S:26](O[S:26]([C:29]([F:32])([F:31])[F:30])(=[O:28])=[O:27])([C:29]([F:32])([F:31])[F:30])(=[O:28])=[O:27].C([O-])(O)=O.[Na+]. (6) Given the product [O:1]=[C:2]1[N:7]2[CH:8]=[CH:9][CH:10]=[C:6]2[CH:5]=[C:4]([C:11]([O:13][CH3:14])=[O:12])[N:3]1[C:15]1[CH:20]=[CH:19][CH:18]=[CH:17][CH:16]=1, predict the reactants needed to synthesize it. The reactants are: [O:1]=[C:2]1[N:7]2[CH:8]=[CH:9][CH:10]=[C:6]2[CH:5]=[C:4]([C:11]([O:13][CH3:14])=[O:12])[NH:3]1.[C:15]1(B(O)O)[CH:20]=[CH:19][CH:18]=[CH:17][CH:16]=1.N1C=CC=CC=1.